From a dataset of Full USPTO retrosynthesis dataset with 1.9M reactions from patents (1976-2016). Predict the reactants needed to synthesize the given product. (1) Given the product [C:1]([O:5][C:6]([N:8]1[CH2:13][C@@H:12]([OH:11])[C@H:10]([F:14])[CH2:9]1)=[O:7])([CH3:4])([CH3:3])[CH3:2], predict the reactants needed to synthesize it. The reactants are: [C:1]([O:5][C:6]([N:8]1[CH2:13][CH:12]2[CH:10]([O:11]2)[CH2:9]1)=[O:7])([CH3:4])([CH3:3])[CH3:2].[FH:14].F.F.C(N(CC)CC)C. (2) Given the product [O:39]=[C:30]1[C:31]2[C:36](=[CH:35][CH:34]=[CH:33][CH:32]=2)[C:37](=[O:38])[N:29]1[CH:27]([C:23]1[CH:24]=[N:25][C:26]2[C:21]([C:22]=1[C:40]1[CH:45]=[CH:44][CH:43]=[CH:42][N:41]=1)=[CH:20][CH:19]=[CH:18][C:17]=2[C:51]#[N:52])[CH3:28], predict the reactants needed to synthesize it. The reactants are: [Li+].C[Si]([N-][Si](C)(C)C)(C)C.C1COCC1.Cl[C:17]1[CH:18]=[CH:19][CH:20]=[C:21]2[C:26]=1[N:25]=[CH:24][C:23]([CH:27]([N:29]1[C:37](=[O:38])[C:36]3[C:31](=[CH:32][CH:33]=[CH:34][CH:35]=3)[C:30]1=[O:39])[CH3:28])=[C:22]2[C:40]1[CH:45]=[CH:44][CH:43]=[CH:42][N:41]=1.C([Sn](CCCC)(CCCC)[C:51]#[N:52])CCC. (3) The reactants are: C1COCC1.CC(O)=O.O.C(#[N:13])C.CN(C)S([N:19]1[CH:23]=[C:22]([C:24]2[CH:32]=[CH:31][C:27]3[O:28][CH2:29][O:30][C:26]=3[CH:25]=2)[C:21]([C:33]2[CH:38]=[CH:37][N:36]=[C:35]([C:39]([F:42])([F:41])[F:40])[N:34]=2)=[N:20]1)(=O)=O. Given the product [C:27]([C:31]#[N:13])([CH3:26])=[O:28].[O:28]1[C:27]2[CH:31]=[CH:32][C:24]([C:22]3[C:21]([C:33]4[CH:38]=[CH:37][N:36]=[C:35]([C:39]([F:42])([F:41])[F:40])[N:34]=4)=[N:20][NH:19][CH:23]=3)=[CH:25][C:26]=2[O:30][CH2:29]1, predict the reactants needed to synthesize it. (4) Given the product [F:24][C:19]1[CH:20]=[CH:21][CH:22]=[CH:23][C:18]=1[CH2:17][N:14]1[C:12]2[N:13]=[C:8]([NH2:7])[N:9]=[C:10]([C:25]3[O:26][CH:27]=[CH:28][CH:29]=3)[C:11]=2[CH:16]=[CH:15]1, predict the reactants needed to synthesize it. The reactants are: COC1C=C(C=CC=1OC)C[NH:7][C:8]1[N:9]=[C:10]([C:25]2[O:26][CH:27]=[CH:28][CH:29]=2)[C:11]2[CH:16]=[CH:15][N:14]([CH2:17][C:18]3[CH:23]=[CH:22][CH:21]=[CH:20][C:19]=3[F:24])[C:12]=2[N:13]=1. (5) Given the product [CH2:15]([NH:14][S:11]([C:8]1[CH:9]=[CH:10][C:2]([F:1])=[C:3]([CH:7]=1)[C:4]([NH:35][C:33]1[S:34][C:30]([C:27]([CH3:29])([C:24]2[CH:25]=[CH:26][CH:21]=[CH:22][CH:23]=2)[CH3:28])=[N:31][N:32]=1)=[O:6])(=[O:13])=[O:12])[CH3:16], predict the reactants needed to synthesize it. The reactants are: [F:1][C:2]1[CH:10]=[CH:9][C:8]([S:11]([NH:14][CH2:15][C:16](F)(F)F)(=[O:13])=[O:12])=[CH:7][C:3]=1[C:4]([OH:6])=O.F[C:21]1[CH:26]=[CH:25][C:24]([C:27]([C:30]2[S:34][C:33]([NH2:35])=[N:32][N:31]=2)([CH3:29])[CH3:28])=[CH:23][CH:22]=1.C(Cl)CCl.C1C=NC2N(O)N=NC=2C=1. (6) Given the product [CH2:1]([C@@H:5]1[N:10]([C:24]([C@@H:22]2[CH2:23][C@H:21]2[C:15]2[CH:20]=[CH:19][CH:18]=[CH:17][CH:16]=2)=[O:25])[CH2:9][C@H:8]([CH:11]([CH3:13])[CH3:12])[NH:7][C:6]1=[O:14])[CH:2]([CH3:4])[CH3:3], predict the reactants needed to synthesize it. The reactants are: [CH2:1]([C@@H:5]1[NH:10][CH2:9][C@H:8]([CH:11]([CH3:13])[CH3:12])[NH:7][C:6]1=[O:14])[CH:2]([CH3:4])[CH3:3].[C:15]1([C@@H:21]2[CH2:23][C@H:22]2[C:24](O)=[O:25])[CH:20]=[CH:19][CH:18]=[CH:17][CH:16]=1.C([C@@H]1N(C(=O)/C=C/C2C=CC=CC=2)C[C@H](CC(C)C)NC1=O)C(C)C. (7) Given the product [C:9]([O:12][C:13]1[CH:14]=[C:15]([CH:16]=[CH:35][C:34]2[CH:33]=[CH:32][C:31]([O:30][C:28](=[O:29])[CH2:27][Cl:26])=[CH:38][CH:37]=2)[CH:19]=[C:20]([O:22][C:23](=[O:25])[CH3:24])[CH:21]=1)(=[O:11])[CH3:10], predict the reactants needed to synthesize it. The reactants are: CC1C=CC(C)=CC=1.[C:9]([O:12][C:13]1[CH:14]=[C:15]([CH:19]=[C:20]([O:22][C:23](=[O:25])[CH3:24])[CH:21]=1)[C:16](Cl)=O)(=[O:11])[CH3:10].[Cl:26][CH2:27][C:28]([O:30][C:31]1[CH:38]=[CH:37][C:34]([CH:35]=C)=[CH:33][CH:32]=1)=[O:29].CN1CCOCC1.